From a dataset of Full USPTO retrosynthesis dataset with 1.9M reactions from patents (1976-2016). Predict the reactants needed to synthesize the given product. (1) Given the product [CH:18]1([NH:19][C:8](=[O:10])[C:5]2[CH:4]=[CH:3][C:2]([OH:1])=[CH:7][CH:6]=2)[CH2:16][CH2:17]1, predict the reactants needed to synthesize it. The reactants are: [OH:1][C:2]1[CH:7]=[CH:6][C:5]([C:8]([OH:10])=O)=[CH:4][CH:3]=1.CCN=C=N[CH2:16][CH2:17][CH2:18][N:19](C)C.Cl.C1C=C2N=NN(O)C2=CC=1.O.C1(N)CC1. (2) The reactants are: [OH-].[K+].C(OC([N:10]1[C:18]2[C:13](=[CH:14][C:15]([C:19]3([CH2:24][C:25]4[CH:30]=[CH:29][CH:28]=[CH:27][CH:26]=4)[CH2:23][CH2:22][NH:21][CH2:20]3)=[CH:16][CH:17]=2)[CH:12]=[C:11]1[C:31]#[N:32])=O)(C)(C)C. Given the product [CH2:24]([C:19]1([C:15]2[CH:14]=[C:13]3[C:18](=[CH:17][CH:16]=2)[NH:10][C:11]([C:31]#[N:32])=[CH:12]3)[CH2:23][CH2:22][NH:21][CH2:20]1)[C:25]1[CH:30]=[CH:29][CH:28]=[CH:27][CH:26]=1, predict the reactants needed to synthesize it. (3) Given the product [Si:20]([O:19][C@@H:18]1[C@@H:27]([CH2:28][O:29][Si:30]([C:33]([CH3:35])([CH3:36])[CH3:34])([CH3:31])[CH3:32])[O:37][C@@H:16]([N:15]2[C:38]3[N:39]=[CH:40][N:41]=[C:11]([NH:49][CH2:42][C:43]4[CH:48]=[CH:47][CH:46]=[CH:45][CH:44]=4)[C:12]=3[N:13]=[CH:14]2)[CH2:17]1)([C:23]([CH3:25])([CH3:26])[CH3:24])([CH3:22])[CH3:21], predict the reactants needed to synthesize it. The reactants are: N1(O[C:11]2[C:12]3[N:13]=[CH:14][N:15]([C:38]=3[N:39]=[CH:40][N:41]=2)[C@@H:16]2[O:37][C@H:27]([CH2:28][O:29][Si:30]([C:33]([CH3:36])([CH3:35])[CH3:34])([CH3:32])[CH3:31])[C@@H:18]([O:19][Si:20]([C:23]([CH3:26])([CH3:25])[CH3:24])([CH3:22])[CH3:21])[CH2:17]2)C2C=CC=CC=2N=N1.[CH2:42]([NH2:49])[C:43]1[CH:48]=[CH:47][CH:46]=[CH:45][CH:44]=1.C([O-])([O-])=O.[Cs+].[Cs+]. (4) Given the product [F:25][C:26]1[CH:34]=[C:33]([C:2]2[N:7]3[N:8]=[CH:9][N:10]=[C:6]3[C:5]([NH:11][C:12]3[CH:17]=[CH:16][C:15]([N:18]4[CH2:19][CH2:20][N:21]([CH3:24])[CH2:22][CH2:23]4)=[CH:14][CH:13]=3)=[CH:4][CH:3]=2)[CH:32]=[CH:31][C:27]=1[C:28]([NH2:30])=[O:29], predict the reactants needed to synthesize it. The reactants are: Cl[C:2]1[N:7]2[N:8]=[CH:9][N:10]=[C:6]2[C:5]([NH:11][C:12]2[CH:17]=[CH:16][C:15]([N:18]3[CH2:23][CH2:22][N:21]([CH3:24])[CH2:20][CH2:19]3)=[CH:14][CH:13]=2)=[CH:4][CH:3]=1.[F:25][C:26]1[CH:34]=[C:33](B2OC(C)(C)C(C)(C)O2)[CH:32]=[CH:31][C:27]=1[C:28]([NH2:30])=[O:29].CC([O-])(C)C.[Na+]. (5) Given the product [CH:18]([C:17]1[C:16](=[O:21])[N:15]([C:22]2[CH:29]=[CH:28][C:25]([C:26]#[N:27])=[C:24]([C:30]([F:31])([F:33])[F:32])[CH:23]=2)[C:14](=[O:34])[C:13]=1[CH3:12])=[CH2:19], predict the reactants needed to synthesize it. The reactants are: CC1C(=O)OC(=O)C=1CC=C.[CH3:12][C:13]1[C:14](=[O:34])[N:15]([C:22]2[CH:29]=[CH:28][C:25]([C:26]#[N:27])=[C:24]([C:30]([F:33])([F:32])[F:31])[CH:23]=2)[C:16](=[O:21])[C:17]=1[CH2:18][CH:19]=C. (6) Given the product [F:25][C:23]1[CH:22]=[C:21]([F:26])[CH:20]=[C:19]2[C:24]=1[C:15]([NH:14][C:3]1[C:2]([C:42]3[CH:41]=[CH:40][CH:39]=[C:38]([S:35]([CH3:34])(=[O:37])=[O:36])[CH:43]=3)=[CH:7][N:6]=[C:5]([N:8]3[CH2:9][CH2:10][O:11][CH2:12][CH2:13]3)[CH:4]=1)=[C:16]([CH3:33])[C:17]([C:27]1[CH:32]=[CH:31][CH:30]=[CH:29][N:28]=1)=[N:18]2, predict the reactants needed to synthesize it. The reactants are: Br[C:2]1[C:3]([NH:14][C:15]2[C:24]3[C:19](=[CH:20][C:21]([F:26])=[CH:22][C:23]=3[F:25])[N:18]=[C:17]([C:27]3[CH:32]=[CH:31][CH:30]=[CH:29][N:28]=3)[C:16]=2[CH3:33])=[CH:4][C:5]([N:8]2[CH2:13][CH2:12][O:11][CH2:10][CH2:9]2)=[N:6][CH:7]=1.[CH3:34][S:35]([C:38]1[CH:39]=[C:40](B(O)O)[CH:41]=[CH:42][CH:43]=1)(=[O:37])=[O:36].C1(P(C2CCCCC2)C2CCCCC2)CCCCC1.[O-]P([O-])([O-])=O.[K+].[K+].[K+]. (7) Given the product [CH3:28][N:29]1[CH2:34][CH2:33][N:32]([CH2:35][C:36]2[CH:37]=[CH:38][C:39]([NH:42][C:4]([C:6]3[C:7]4[N:8]=[CH:9][CH:10]=[N:11][C:12]=4[C:13]([C:16]4[C:21]([F:22])=[C:20]([O:23][CH3:24])[CH:19]=[C:18]([O:25][CH3:26])[C:17]=4[Cl:27])=[CH:14][CH:15]=3)=[O:3])=[N:40][CH:41]=2)[CH2:31][CH2:30]1, predict the reactants needed to synthesize it. The reactants are: C([O:3][C:4]([C:6]1[C:7]2[N:8]=[CH:9][CH:10]=[N:11][C:12]=2[C:13]([C:16]2[C:21]([F:22])=[C:20]([O:23][CH3:24])[CH:19]=[C:18]([O:25][CH3:26])[C:17]=2[Cl:27])=[CH:14][CH:15]=1)=O)C.[CH3:28][N:29]1[CH2:34][CH2:33][N:32]([CH2:35][C:36]2[CH:37]=[CH:38][C:39]([NH2:42])=[N:40][CH:41]=2)[CH2:31][CH2:30]1.C[Al](C)C.C([O-])(O)=O.[Na+]. (8) The reactants are: C(Cl)(=O)C(Cl)=O.CS(C)=O.[Br:11][C:12]1[CH:17]=[CH:16][N:15]=[C:14]([CH2:18][OH:19])[C:13]=1[CH3:20].C(N(CC)CC)C. Given the product [Br:11][C:12]1[CH:17]=[CH:16][N:15]=[C:14]([CH:18]=[O:19])[C:13]=1[CH3:20], predict the reactants needed to synthesize it. (9) Given the product [CH2:1]([NH:4][C:22](=[O:23])[CH:21]([N:17]1[CH2:18][CH2:19][CH2:20][CH:15]([NH:14][C:10]2[CH:9]=[C:8]3[C:13](=[CH:12][CH:11]=2)[NH:5][N:6]=[CH:7]3)[CH2:16]1)[C:25]1[CH:30]=[CH:29][CH:28]=[CH:27][CH:26]=1)[CH2:2][CH3:3], predict the reactants needed to synthesize it. The reactants are: [CH2:1]([NH2:4])[CH2:2][CH3:3].[NH:5]1[C:13]2[C:8](=[CH:9][C:10]([NH:14][CH:15]3[CH2:20][CH2:19][CH2:18][N:17]([CH:21]([C:25]4[CH:30]=[CH:29][CH:28]=[CH:27][CH:26]=4)[C:22](O)=[O:23])[CH2:16]3)=[CH:11][CH:12]=2)[CH:7]=[N:6]1.Cl.C(N=C=NCCCN(C)C)C.ON1C2C=CC=CC=2N=N1.CN(C1C=CC=CN=1)C.C(=O)([O-])O.[Na+].